Dataset: Forward reaction prediction with 1.9M reactions from USPTO patents (1976-2016). Task: Predict the product of the given reaction. Given the reactants [Br:1][C:2]1[CH:3]=[CH:4][C:5]([F:21])=[C:6]([C@@:8]([NH:14][S@@:15]([C:17]([CH3:20])([CH3:19])[CH3:18])=[O:16])([CH2:11][CH2:12][OH:13])[CH2:9][F:10])[CH:7]=1.CC(OI1(OC(C)=O)(OC(C)=O)OC(=O)C2C=CC=CC1=2)=O, predict the reaction product. The product is: [Br:1][C:2]1[CH:3]=[CH:4][C:5]([F:21])=[C:6]([C@@:8]([NH:14][S@@:15]([C:17]([CH3:19])([CH3:18])[CH3:20])=[O:16])([CH2:11][CH:12]=[O:13])[CH2:9][F:10])[CH:7]=1.